This data is from NCI-60 drug combinations with 297,098 pairs across 59 cell lines. The task is: Regression. Given two drug SMILES strings and cell line genomic features, predict the synergy score measuring deviation from expected non-interaction effect. (1) Drug 1: CC1C(C(CC(O1)OC2CC(CC3=C2C(=C4C(=C3O)C(=O)C5=C(C4=O)C(=CC=C5)OC)O)(C(=O)CO)O)N)O.Cl. Drug 2: C1CCC(CC1)NC(=O)N(CCCl)N=O. Cell line: CAKI-1. Synergy scores: CSS=20.0, Synergy_ZIP=-0.0718, Synergy_Bliss=1.77, Synergy_Loewe=-0.307, Synergy_HSA=1.11. (2) Cell line: KM12. Drug 1: CN1CCC(CC1)COC2=C(C=C3C(=C2)N=CN=C3NC4=C(C=C(C=C4)Br)F)OC. Synergy scores: CSS=8.99, Synergy_ZIP=-2.78, Synergy_Bliss=2.40, Synergy_Loewe=-10.1, Synergy_HSA=-1.36. Drug 2: CC12CCC(CC1=CCC3C2CCC4(C3CC=C4C5=CN=CC=C5)C)O. (3) Drug 1: CC1C(C(CC(O1)OC2CC(CC3=C2C(=C4C(=C3O)C(=O)C5=C(C4=O)C(=CC=C5)OC)O)(C(=O)CO)O)N)O.Cl. Drug 2: CCCCC(=O)OCC(=O)C1(CC(C2=C(C1)C(=C3C(=C2O)C(=O)C4=C(C3=O)C=CC=C4OC)O)OC5CC(C(C(O5)C)O)NC(=O)C(F)(F)F)O. Cell line: SK-MEL-5. Synergy scores: CSS=80.1, Synergy_ZIP=8.20, Synergy_Bliss=9.46, Synergy_Loewe=-5.19, Synergy_HSA=11.5. (4) Drug 1: C1CC(C1)(C(=O)O)C(=O)O.[NH2-].[NH2-].[Pt+2]. Drug 2: CCC1(CC2CC(C3=C(CCN(C2)C1)C4=CC=CC=C4N3)(C5=C(C=C6C(=C5)C78CCN9C7C(C=CC9)(C(C(C8N6C)(C(=O)OC)O)OC(=O)C)CC)OC)C(=O)OC)O.OS(=O)(=O)O. Cell line: NCIH23. Synergy scores: CSS=5.36, Synergy_ZIP=-4.51, Synergy_Bliss=-1.07, Synergy_Loewe=-2.72, Synergy_HSA=-2.66. (5) Drug 2: C1CN(CCN1C(=O)CCBr)C(=O)CCBr. Drug 1: CNC(=O)C1=CC=CC=C1SC2=CC3=C(C=C2)C(=NN3)C=CC4=CC=CC=N4. Cell line: NCI-H460. Synergy scores: CSS=33.9, Synergy_ZIP=-5.60, Synergy_Bliss=0.862, Synergy_Loewe=2.04, Synergy_HSA=1.98. (6) Drug 1: CN1CCC(CC1)COC2=C(C=C3C(=C2)N=CN=C3NC4=C(C=C(C=C4)Br)F)OC. Drug 2: CC12CCC3C(C1CCC2=O)CC(=C)C4=CC(=O)C=CC34C. Cell line: HCC-2998. Synergy scores: CSS=15.8, Synergy_ZIP=-0.921, Synergy_Bliss=-4.84, Synergy_Loewe=-7.65, Synergy_HSA=-4.14. (7) Drug 1: CC1=CC2C(CCC3(C2CCC3(C(=O)C)OC(=O)C)C)C4(C1=CC(=O)CC4)C. Drug 2: CCC1(CC2CC(C3=C(CCN(C2)C1)C4=CC=CC=C4N3)(C5=C(C=C6C(=C5)C78CCN9C7C(C=CC9)(C(C(C8N6C=O)(C(=O)OC)O)OC(=O)C)CC)OC)C(=O)OC)O.OS(=O)(=O)O. Cell line: K-562. Synergy scores: CSS=63.4, Synergy_ZIP=10.4, Synergy_Bliss=4.82, Synergy_Loewe=-60.6, Synergy_HSA=5.32. (8) Drug 1: CCCS(=O)(=O)NC1=C(C(=C(C=C1)F)C(=O)C2=CNC3=C2C=C(C=N3)C4=CC=C(C=C4)Cl)F. Drug 2: C1=NC2=C(N1)C(=S)N=CN2. Cell line: T-47D. Synergy scores: CSS=-1.39, Synergy_ZIP=-1.37, Synergy_Bliss=-3.24, Synergy_Loewe=-6.37, Synergy_HSA=-4.55. (9) Drug 2: CS(=O)(=O)OCCCCOS(=O)(=O)C. Cell line: UACC62. Drug 1: C1C(C(OC1N2C=NC3=C(N=C(N=C32)Cl)N)CO)O. Synergy scores: CSS=56.4, Synergy_ZIP=-0.137, Synergy_Bliss=0.273, Synergy_Loewe=-25.1, Synergy_HSA=1.43. (10) Drug 1: CC1=C(N=C(N=C1N)C(CC(=O)N)NCC(C(=O)N)N)C(=O)NC(C(C2=CN=CN2)OC3C(C(C(C(O3)CO)O)O)OC4C(C(C(C(O4)CO)O)OC(=O)N)O)C(=O)NC(C)C(C(C)C(=O)NC(C(C)O)C(=O)NCCC5=NC(=CS5)C6=NC(=CS6)C(=O)NCCC[S+](C)C)O. Drug 2: N.N.Cl[Pt+2]Cl. Cell line: SK-MEL-28. Synergy scores: CSS=22.7, Synergy_ZIP=1.50, Synergy_Bliss=3.57, Synergy_Loewe=-3.71, Synergy_HSA=-0.151.